From a dataset of Reaction yield outcomes from USPTO patents with 853,638 reactions. Predict the reaction yield, written as a fraction of the theoretical maximum amount of product (1.0 means a 100% yield; for example, 0.34 means a 34% yield). (1) The reactants are [S:1]1[CH:5]=[CH:4][C:3]2[CH:6]=[C:7]([C:10](O)([CH2:13][CH3:14])[CH2:11][CH3:12])[CH:8]=[CH:9][C:2]1=2.[NH:16]1[C:24]2[C:19](=[CH:20][CH:21]=[CH:22][C:23]=2[NH:25][S:26]([CH3:29])(=[O:28])=[O:27])[CH:18]=[CH:17]1.C(O)(C(F)(F)F)=O. The catalyst is C(Cl)Cl. The product is [S:1]1[CH:5]=[CH:4][C:3]2[CH:6]=[C:7]([C:10]([C:18]3[C:19]4[C:24](=[C:23]([NH:25][S:26]([CH3:29])(=[O:27])=[O:28])[CH:22]=[CH:21][CH:20]=4)[NH:16][CH:17]=3)([CH2:13][CH3:14])[CH2:11][CH3:12])[CH:8]=[CH:9][C:2]1=2. The yield is 0.860. (2) The reactants are [Cl:1][C:2]1[CH:10]=[C:9]2[C:5]([CH2:6][C:7](=[O:11])[NH:8]2)=[CH:4][CH:3]=1.[C:12]([Si:16]([CH3:26])([CH3:25])[O:17][CH2:18][C:19]([CH3:24])([CH3:23])[CH2:20][CH:21]=O)([CH3:15])([CH3:14])[CH3:13].C[O-].[Na+]. The catalyst is CO. The product is [C:12]([Si:16]([CH3:25])([CH3:26])[O:17][CH2:18][C:19]([CH3:24])([CH3:23])[CH2:20]/[CH:21]=[C:6]1\[C:7](=[O:11])[NH:8][C:9]2[C:5]\1=[CH:4][CH:3]=[C:2]([Cl:1])[CH:10]=2)([CH3:15])([CH3:14])[CH3:13]. The yield is 0.840. (3) The reactants are Br[C:2]1[CH:7]=[C:6]([CH3:8])[C:5]([Br:9])=[CH:4][N:3]=1.[CH:10]([N:13]1[CH2:18][CH2:17][NH:16][CH2:15][CH2:14]1)([CH3:12])[CH3:11].N1C=CC=CC=1. The catalyst is [Cl-].[Na+].O. The product is [Br:9][C:5]1[C:6]([CH3:8])=[CH:7][C:2]([N:16]2[CH2:17][CH2:18][N:13]([CH:10]([CH3:12])[CH3:11])[CH2:14][CH2:15]2)=[N:3][CH:4]=1. The yield is 0.900. (4) The reactants are C[C:2]1(C)[CH2:7][C:6]([CH3:9])([CH3:8])[CH2:5][CH2:4][C:3]1=[O:10].Cl.[CH3:13]C(C)=O. The catalyst is [Cl-].[Na+].O. The product is [CH3:9][C:6]1([CH:8]=[CH2:13])[CH2:7][CH2:2][C:3](=[O:10])[CH2:4][CH2:5]1. The yield is 0.940. (5) The yield is 0.0400. The catalyst is C1C=CC(P(C2C=CC=CC=2)[C-]2C=CC=C2)=CC=1.C1C=CC(P(C2C=CC=CC=2)[C-]2C=CC=C2)=CC=1.Cl[Pd]Cl.[Fe+2].CCO.O.COCCOC. The reactants are Cl[C:2]1[N:3]=[C:4]([N:14]2[CH2:19][CH2:18][O:17][CH2:16][C@@H:15]2[CH3:20])[C:5]2[CH2:10][N:9]([C:11](=[O:13])[CH3:12])[CH2:8][C:6]=2[N:7]=1.[CH2:21]([NH:23][C:24]([NH:26][C:27]1[CH:32]=[CH:31][C:30](B2OC(C)(C)C(C)(C)O2)=[C:29]([F:42])[CH:28]=1)=[O:25])[CH3:22].ClCCl.C(=O)([O-])[O-].[Na+].[Na+]. The product is [C:11]([N:9]1[CH2:10][C:5]2[C:4]([N:14]3[CH2:19][CH2:18][O:17][CH2:16][C@@H:15]3[CH3:20])=[N:3][C:2]([C:30]3[CH:31]=[CH:32][C:27]([NH:26][C:24]([NH:23][CH2:21][CH3:22])=[O:25])=[CH:28][C:29]=3[F:42])=[N:7][C:6]=2[CH2:8]1)(=[O:13])[CH3:12]. (6) The reactants are [C:1]1(=O)[CH2:6][CH2:5][CH2:4][CH2:3][CH2:2]1.[C:8]1([CH3:17])[CH:13]=[CH:12][C:11]([CH2:14][C:15]#[N:16])=[CH:10][CH:9]=1.[OH-].[K+]. No catalyst specified. The product is [C:1]1(=[C:14]([C:11]2[CH:12]=[CH:13][C:8]([CH3:17])=[CH:9][CH:10]=2)[C:15]#[N:16])[CH2:6][CH2:5][CH2:4][CH2:3][CH2:2]1. The yield is 0.630. (7) The product is [Br-:23].[OH:10][C:9]([C:17]1[CH:22]=[CH:21][CH:20]=[CH:19][CH:18]=1)([C:11]1[CH:12]=[CH:13][CH:14]=[CH:15][CH:16]=1)[C:4]12[CH2:5][CH2:6][N+:1]([CH2:24][CH2:25][CH2:26][O:27][C:28]3[CH:33]=[CH:32][C:31]([O:34][CH2:35][C:36]4[CH:41]=[CH:40][CH:39]=[CH:38][CH:37]=4)=[CH:30][CH:29]=3)([CH2:2][CH2:3]1)[CH2:8][CH2:7]2. The catalyst is CC#N. The yield is 0.833. The reactants are [N:1]12[CH2:8][CH2:7][C:4]([C:9]([C:17]3[CH:22]=[CH:21][CH:20]=[CH:19][CH:18]=3)([C:11]3[CH:16]=[CH:15][CH:14]=[CH:13][CH:12]=3)[OH:10])([CH2:5][CH2:6]1)[CH2:3][CH2:2]2.[Br:23][CH2:24][CH2:25][CH2:26][O:27][C:28]1[CH:33]=[CH:32][C:31]([O:34][CH2:35][C:36]2[CH:41]=[CH:40][CH:39]=[CH:38][CH:37]=2)=[CH:30][CH:29]=1.